Dataset: Reaction yield outcomes from USPTO patents with 853,638 reactions. Task: Predict the reaction yield, written as a fraction of the theoretical maximum amount of product (1.0 means a 100% yield; for example, 0.34 means a 34% yield). The reactants are Br[C:2]1[N:7]2[N:8]=[C:9]([NH2:11])[N:10]=[C:6]2[CH:5]=[CH:4][CH:3]=1.[C:12]([O:15][CH2:16][CH3:17])(=O)C. The catalyst is C(#N)C.C(=O)([O-])[O-].[Na+].[Na+].Cl[Pd](Cl)([P](C1C=CC=CC=1)(C1C=CC=CC=1)C1C=CC=CC=1)[P](C1C=CC=CC=1)(C1C=CC=CC=1)C1C=CC=CC=1. The product is [CH3:12][O:15][C:16]1[CH:17]=[CH:5][C:4]([C:2]2[N:7]3[N:8]=[C:9]([NH2:11])[N:10]=[C:6]3[CH:5]=[CH:4][CH:3]=2)=[CH:3][CH:2]=1. The yield is 0.830.